Dataset: Forward reaction prediction with 1.9M reactions from USPTO patents (1976-2016). Task: Predict the product of the given reaction. (1) Given the reactants [OH:1][C:2]1[CH:3]=[C:4]([C:12]([O:14][CH3:15])=[O:13])[CH:5]=[C:6]([CH:11]=1)[C:7]([O:9][CH3:10])=[O:8].[CH2:16](Br)[C:17]1[CH:22]=[CH:21][CH:20]=[CH:19][CH:18]=1.C(=O)([O-])[O-].[K+].[K+].O, predict the reaction product. The product is: [CH2:16]([O:1][C:2]1[CH:11]=[C:6]([C:7]([O:9][CH3:10])=[O:8])[CH:5]=[C:4]([CH:3]=1)[C:12]([O:14][CH3:15])=[O:13])[C:17]1[CH:22]=[CH:21][CH:20]=[CH:19][CH:18]=1. (2) Given the reactants Cl.[N:2]1[CH:3]=[CH:4][N:5]2[C:10]([NH2:11])=[CH:9][CH:8]=[CH:7][C:6]=12.C(N(CC)CC)C.[F:19][C:20]([F:32])([F:31])[C:21]1[CH:30]=[CH:29][C:24]([CH2:25][N:26]=[C:27]=[O:28])=[CH:23][CH:22]=1.C([O-])([O-])=O.[K+].[K+], predict the reaction product. The product is: [N:2]1[CH:3]=[CH:4][N:5]2[C:10]([NH:11][C:27]([NH:26][CH2:25][C:24]3[CH:23]=[CH:22][C:21]([C:20]([F:19])([F:32])[F:31])=[CH:30][CH:29]=3)=[O:28])=[CH:9][CH:8]=[CH:7][C:6]=12.